Dataset: Reaction yield outcomes from USPTO patents with 853,638 reactions. Task: Predict the reaction yield, written as a fraction of the theoretical maximum amount of product (1.0 means a 100% yield; for example, 0.34 means a 34% yield). (1) The reactants are [F:1][C:2]1[CH:7]=[CH:6][C:5]([C:8]([C:13]2[CH:14]=[N:15][C:16]([N:19]3[CH2:24][CH2:23][N:22]([C:25]([O:27][C:28]([CH3:31])([CH3:30])[CH3:29])=[O:26])[CH2:21][CH2:20]3)=[N:17][CH:18]=2)([CH2:11][OH:12])[CH2:9]O)=[CH:4][CH:3]=1.C1(P(C2C=CC=CC=2)C2C=CC=CC=2)C=CC=CC=1.N(C(OC(C)C)=O)=NC(OC(C)C)=O. The catalyst is C1COCC1.CN(C([S-])=S)C.CN(C([S-])=S)C.[Zn+2]. The product is [F:1][C:2]1[CH:3]=[CH:4][C:5]([C:8]2([C:13]3[CH:14]=[N:15][C:16]([N:19]4[CH2:20][CH2:21][N:22]([C:25]([O:27][C:28]([CH3:30])([CH3:31])[CH3:29])=[O:26])[CH2:23][CH2:24]4)=[N:17][CH:18]=3)[CH2:9][O:12][CH2:11]2)=[CH:6][CH:7]=1. The yield is 0.0600. (2) The reactants are Cl[C:2]1[N:7]2[CH:8]=[CH:9][N:10]=[C:6]2[CH:5]=[C:4]([C:11]2[CH:12]=[N:13][N:14]([CH2:16][O:17][CH2:18][CH2:19][Si:20]([CH3:23])([CH3:22])[CH3:21])[CH:15]=2)[N:3]=1.[CH:24]1([CH:27]([N:31]2[CH:35]=[C:34](B3OC(C)(C)C(C)(C)O3)[CH:33]=[N:32]2)[CH2:28][C:29]#[N:30])[CH2:26][CH2:25]1.[O-]P([O-])([O-])=O.[K+].[K+].[K+].COCCOC. The catalyst is O.CCOCC.C1C=CC([P]([Pd]([P](C2C=CC=CC=2)(C2C=CC=CC=2)C2C=CC=CC=2)([P](C2C=CC=CC=2)(C2C=CC=CC=2)C2C=CC=CC=2)[P](C2C=CC=CC=2)(C2C=CC=CC=2)C2C=CC=CC=2)(C2C=CC=CC=2)C2C=CC=CC=2)=CC=1. The product is [CH:24]1([CH:27]([N:31]2[CH:35]=[C:34]([C:2]3[N:7]4[CH:8]=[CH:9][N:10]=[C:6]4[CH:5]=[C:4]([C:11]4[CH:12]=[N:13][N:14]([CH2:16][O:17][CH2:18][CH2:19][Si:20]([CH3:23])([CH3:22])[CH3:21])[CH:15]=4)[N:3]=3)[CH:33]=[N:32]2)[CH2:28][C:29]#[N:30])[CH2:26][CH2:25]1. The yield is 0.750. (3) The reactants are [CH2:1]([N:4]1[C:8](=[O:9])[N:7]([CH2:10][C:11]2[CH:16]=[CH:15][C:14]([S:17][C:18]([F:21])([F:20])[F:19])=[CH:13][CH:12]=2)[N:6]=[C:5]1[CH2:22][O:23]C(C1C=CC=CC=1)(C1C=CC=CC=1)C1C=CC=CC=1)[CH2:2][CH3:3].FC(F)(F)C(O)=O.C([SiH](CC)CC)C. The catalyst is ClCCl. The product is [OH:23][CH2:22][C:5]1[N:4]([CH2:1][CH2:2][CH3:3])[C:8](=[O:9])[N:7]([CH2:10][C:11]2[CH:16]=[CH:15][C:14]([S:17][C:18]([F:21])([F:20])[F:19])=[CH:13][CH:12]=2)[N:6]=1. The yield is 0.980. (4) The reactants are [CH:1]([C@@H:4]1[CH2:8][O:7][C:6](=[O:9])[N:5]1[C:10](=[O:18])[C@:11]([CH2:15][O:16][CH3:17])([CH3:14])[CH:12]=[CH2:13])([CH3:3])[CH3:2].Br[C:20]1[CH:29]=[C:28]2[C:23]([CH:24]=[CH:25][C:26]([C@H:30]([O:32][C:33](=[O:35])[CH3:34])[CH3:31])=[N:27]2)=[CH:22][CH:21]=1.C1(C)C=CC=CC=1P(C1C=CC=CC=1C)C1C=CC=CC=1C.C1(CNCC2CCCCC2)CCCCC1. The catalyst is O1CCOCC1.C(OCC)(=O)C.C([O-])(=O)C.[Pd+2].C([O-])(=O)C. The product is [CH:1]([C@@H:4]1[CH2:8][O:7][C:6](=[O:9])[N:5]1[C:10](=[O:18])[C@:11]([CH2:15][O:16][CH3:17])([CH3:14])/[CH:12]=[CH:13]/[C:20]1[CH:29]=[C:28]2[C:23]([CH:24]=[CH:25][C:26]([C@H:30]([O:32][C:33](=[O:35])[CH3:34])[CH3:31])=[N:27]2)=[CH:22][CH:21]=1)([CH3:3])[CH3:2]. The yield is 0.730. (5) The reactants are O=[C:2]([C:19]1[CH:24]=[CH:23][CH:22]=[CH:21][CH:20]=1)[CH2:3][NH:4][C:5]([C:7]1[CH:8]=[N:9][C:10]([C:13]2[CH:18]=[CH:17][CH:16]=[CH:15][CH:14]=2)=[N:11][CH:12]=1)=[O:6].N1C=CC=CC=1.C(=O)(O)[O-].[Na+]. The catalyst is O=P(Cl)(Cl)Cl.C(OCC)(=O)C. The product is [C:19]1([C:2]2[O:6][C:5]([C:7]3[CH:8]=[N:9][C:10]([C:13]4[CH:18]=[CH:17][CH:16]=[CH:15][CH:14]=4)=[N:11][CH:12]=3)=[N:4][CH:3]=2)[CH:24]=[CH:23][CH:22]=[CH:21][CH:20]=1. The yield is 0.650. (6) The reactants are [Cl:1][C:2]1[CH:7]=[C:6]([Cl:8])[CH:5]=[CH:4][C:3]=1[C:9]1[N:10]=[C:11](/[C:16](/[F:31])=[CH:17]\[C:18]2[CH:23]=[CH:22][C:21]([C:24]3[CH:29]=[CH:28][C:27]([OH:30])=[CH:26][CH:25]=3)=[CH:20][CH:19]=2)[N:12]([CH2:14][CH3:15])[CH:13]=1.Br[CH2:33][CH2:34][CH2:35][C:36]([O:38]C)=[O:37]. No catalyst specified. The product is [Cl:1][C:2]1[CH:7]=[C:6]([Cl:8])[CH:5]=[CH:4][C:3]=1[C:9]1[N:10]=[C:11](/[C:16](/[F:31])=[CH:17]\[C:18]2[CH:23]=[CH:22][C:21]([C:24]3[CH:25]=[CH:26][C:27]([O:30][CH2:33][CH2:34][CH2:35][C:36]([OH:38])=[O:37])=[CH:28][CH:29]=3)=[CH:20][CH:19]=2)[N:12]([CH2:14][CH3:15])[CH:13]=1. The yield is 0.290. (7) The reactants are [CH3:1][C:2]1[CH:11]=[CH:10][C:9]2[C:4](=[CH:5][CH:6]=[CH:7][C:8]=2[N:12]2[CH2:17][CH2:16][N:15]([CH2:18][CH2:19][C:20]3[CH:21]=[C:22]([CH:24]=[CH:25][CH:26]=3)[NH2:23])[CH2:14][CH2:13]2)[N:3]=1.[CH3:27][C:28]1[C:32]([C:33](O)=[O:34])=[C:31]([CH3:36])[O:30][N:29]=1. No catalyst specified. The product is [CH3:27][C:28]1[C:32]([C:33]([NH:23][C:22]2[CH:24]=[CH:25][CH:26]=[C:20]([CH2:19][CH2:18][N:15]3[CH2:14][CH2:13][N:12]([C:8]4[CH:7]=[CH:6][CH:5]=[C:4]5[C:9]=4[CH:10]=[CH:11][C:2]([CH3:1])=[N:3]5)[CH2:17][CH2:16]3)[CH:21]=2)=[O:34])=[C:31]([CH3:36])[O:30][N:29]=1. The yield is 0.560.